Dataset: NCI-60 drug combinations with 297,098 pairs across 59 cell lines. Task: Regression. Given two drug SMILES strings and cell line genomic features, predict the synergy score measuring deviation from expected non-interaction effect. (1) Cell line: T-47D. Drug 1: CC12CCC3C(C1CCC2=O)CC(=C)C4=CC(=O)C=CC34C. Synergy scores: CSS=30.0, Synergy_ZIP=-6.38, Synergy_Bliss=-2.80, Synergy_Loewe=-2.55, Synergy_HSA=-2.43. Drug 2: CCCCC(=O)OCC(=O)C1(CC(C2=C(C1)C(=C3C(=C2O)C(=O)C4=C(C3=O)C=CC=C4OC)O)OC5CC(C(C(O5)C)O)NC(=O)C(F)(F)F)O. (2) Drug 1: CCC(=C(C1=CC=CC=C1)C2=CC=C(C=C2)OCCN(C)C)C3=CC=CC=C3.C(C(=O)O)C(CC(=O)O)(C(=O)O)O. Drug 2: C1=CN(C=N1)CC(O)(P(=O)(O)O)P(=O)(O)O. Cell line: MCF7. Synergy scores: CSS=11.8, Synergy_ZIP=-2.20, Synergy_Bliss=2.65, Synergy_Loewe=2.41, Synergy_HSA=2.79. (3) Drug 1: C1CCN(CC1)CCOC2=CC=C(C=C2)C(=O)C3=C(SC4=C3C=CC(=C4)O)C5=CC=C(C=C5)O. Drug 2: CC1=C2C(C(=O)C3(C(CC4C(C3C(C(C2(C)C)(CC1OC(=O)C(C(C5=CC=CC=C5)NC(=O)OC(C)(C)C)O)O)OC(=O)C6=CC=CC=C6)(CO4)OC(=O)C)O)C)O. Cell line: SNB-19. Synergy scores: CSS=39.3, Synergy_ZIP=0.200, Synergy_Bliss=0.158, Synergy_Loewe=-36.4, Synergy_HSA=-0.570. (4) Drug 1: CNC(=O)C1=NC=CC(=C1)OC2=CC=C(C=C2)NC(=O)NC3=CC(=C(C=C3)Cl)C(F)(F)F. Drug 2: C1=CN(C=N1)CC(O)(P(=O)(O)O)P(=O)(O)O. Cell line: OVCAR3. Synergy scores: CSS=-2.42, Synergy_ZIP=-0.203, Synergy_Bliss=-3.69, Synergy_Loewe=-8.53, Synergy_HSA=-7.57. (5) Drug 1: CCC1(CC2CC(C3=C(CCN(C2)C1)C4=CC=CC=C4N3)(C5=C(C=C6C(=C5)C78CCN9C7C(C=CC9)(C(C(C8N6C=O)(C(=O)OC)O)OC(=O)C)CC)OC)C(=O)OC)O.OS(=O)(=O)O. Drug 2: CS(=O)(=O)CCNCC1=CC=C(O1)C2=CC3=C(C=C2)N=CN=C3NC4=CC(=C(C=C4)OCC5=CC(=CC=C5)F)Cl. Cell line: SK-MEL-5. Synergy scores: CSS=49.3, Synergy_ZIP=0.572, Synergy_Bliss=1.06, Synergy_Loewe=-20.8, Synergy_HSA=2.20. (6) Drug 1: CC(CN1CC(=O)NC(=O)C1)N2CC(=O)NC(=O)C2. Drug 2: C1=NC2=C(N=C(N=C2N1C3C(C(C(O3)CO)O)O)F)N. Cell line: KM12. Synergy scores: CSS=26.5, Synergy_ZIP=6.11, Synergy_Bliss=5.63, Synergy_Loewe=6.16, Synergy_HSA=7.19. (7) Drug 1: CC1=C(C(CCC1)(C)C)C=CC(=CC=CC(=CC(=O)O)C)C. Drug 2: C1C(C(OC1N2C=NC(=NC2=O)N)CO)O. Cell line: NCIH23. Synergy scores: CSS=7.78, Synergy_ZIP=-2.49, Synergy_Bliss=-0.0959, Synergy_Loewe=-4.91, Synergy_HSA=-4.29. (8) Synergy scores: CSS=1.28, Synergy_ZIP=1.35, Synergy_Bliss=1.34, Synergy_Loewe=0.198, Synergy_HSA=-1.03. Cell line: OVCAR-5. Drug 1: CN1C2=C(C=C(C=C2)N(CCCl)CCCl)N=C1CCCC(=O)O.Cl. Drug 2: CN(C(=O)NC(C=O)C(C(C(CO)O)O)O)N=O.